This data is from Catalyst prediction with 721,799 reactions and 888 catalyst types from USPTO. The task is: Predict which catalyst facilitates the given reaction. (1) Reactant: [H-].[Na+].[CH3:3][C:4]1([CH3:19])[CH2:9][CH2:8][CH:7]([C:10](=[O:18])[CH2:11]P(=O)(OC)OC)[CH2:6][CH2:5]1.[F:20][C:21]1[CH:28]=[CH:27][CH:26]=[C:25]([C:29]2[N:30]=[CH:31][N:32]([C:34]([C:47]3[CH:52]=[CH:51][CH:50]=[CH:49][CH:48]=3)([C:41]3[CH:46]=[CH:45][CH:44]=[CH:43][CH:42]=3)[C:35]3[CH:40]=[CH:39][CH:38]=[CH:37][CH:36]=3)[CH:33]=2)[C:22]=1[CH:23]=O. Product: [CH3:3][C:4]1([CH3:19])[CH2:9][CH2:8][CH:7]([C:10](=[O:18])[CH:11]=[CH:23][C:22]2[C:25]([C:29]3[N:30]=[CH:31][N:32]([C:34]([C:35]4[CH:36]=[CH:37][CH:38]=[CH:39][CH:40]=4)([C:47]4[CH:48]=[CH:49][CH:50]=[CH:51][CH:52]=4)[C:41]4[CH:46]=[CH:45][CH:44]=[CH:43][CH:42]=4)[CH:33]=3)=[CH:26][CH:27]=[CH:28][C:21]=2[F:20])[CH2:6][CH2:5]1. The catalyst class is: 1. (2) Reactant: [F:1][C:2]([F:32])([F:31])[C:3]1[CH:4]=[C:5]([C@@H:9]([NH:15][C:16]([C:18]2[CH:19]=[N:20][N:21]([C:24]3[CH:29]=[CH:28][C:27]([Cl:30])=[CH:26][CH:25]=3)[C:22]=2[CH3:23])=[O:17])[CH2:10][CH2:11][CH2:12][CH:13]=C)[CH:6]=[CH:7][CH:8]=1.[O:33]=[O+][O-]. Product: [O:33]=[CH:13][CH2:12][CH2:11][CH2:10][C@H:9]([NH:15][C:16]([C:18]1[CH:19]=[N:20][N:21]([C:24]2[CH:29]=[CH:28][C:27]([Cl:30])=[CH:26][CH:25]=2)[C:22]=1[CH3:23])=[O:17])[C:5]1[CH:6]=[CH:7][CH:8]=[C:3]([C:2]([F:32])([F:31])[F:1])[CH:4]=1. The catalyst class is: 2. (3) Product: [CH3:20][S:21]([O:12][CH2:11][CH2:10][CH2:9][CH2:8][C:4]1[CH:5]=[CH:6][CH:7]=[C:2]([I:1])[CH:3]=1)(=[O:23])=[O:22]. Reactant: [I:1][C:2]1[CH:3]=[C:4]([CH2:8][CH2:9][CH2:10][CH2:11][OH:12])[CH:5]=[CH:6][CH:7]=1.C(NC(C)C)(C)C.[CH3:20][S:21](Cl)(=[O:23])=[O:22]. The catalyst class is: 4. (4) Reactant: [NH2:1][C:2]1[C:3]([CH3:10])=[C:4]([CH2:8][OH:9])[CH:5]=[CH:6][CH:7]=1.[C:11](O[C:11]([O:13][C:14]([CH3:17])([CH3:16])[CH3:15])=[O:12])([O:13][C:14]([CH3:17])([CH3:16])[CH3:15])=[O:12].C(N(CC)CC)C. Product: [OH:9][CH2:8][C:4]1[C:3]([CH3:10])=[C:2]([NH:1][C:11](=[O:12])[O:13][C:14]([CH3:17])([CH3:16])[CH3:15])[CH:7]=[CH:6][CH:5]=1. The catalyst class is: 1. (5) Reactant: [Br:1][C:2]1[CH:7]=[CH:6][C:5]([S:8]([N:11]2[CH2:18][CH2:17][C:14]3([O:16][CH2:15]3)[CH2:13][CH2:12]2)(=[O:10])=[O:9])=[CH:4][CH:3]=1.[O:19]1[CH2:22][CH:21]([NH2:23])[CH2:20]1.[Al]. The catalyst class is: 8. Product: [Br:1][C:2]1[CH:7]=[CH:6][C:5]([S:8]([N:11]2[CH2:18][CH2:17][C:14]([CH2:15][NH:23][CH:21]3[CH2:22][O:19][CH2:20]3)([OH:16])[CH2:13][CH2:12]2)(=[O:10])=[O:9])=[CH:4][CH:3]=1. (6) Reactant: C(OC([N:8]1[CH2:13][CH2:12][CH:11]([CH2:14][N:15]2[CH:23]=[C:22]3[C:17]([CH:18]=[CH:19][C:20]([C:24]4[C:32]5[C:27](=[CH:28][C:29]([F:33])=[CH:30][CH:31]=5)[NH:26][CH:25]=4)=[CH:21]3)=[N:16]2)[CH2:10][CH2:9]1)=O)(C)(C)C. Product: [F:33][C:29]1[CH:28]=[C:27]2[C:32]([C:24]([C:20]3[CH:19]=[CH:18][C:17]4[C:22](=[CH:23][N:15]([CH2:14][CH:11]5[CH2:12][CH2:13][NH:8][CH2:9][CH2:10]5)[N:16]=4)[CH:21]=3)=[CH:25][NH:26]2)=[CH:31][CH:30]=1. The catalyst class is: 89.